From a dataset of Forward reaction prediction with 1.9M reactions from USPTO patents (1976-2016). Predict the product of the given reaction. (1) Given the reactants [CH3:1][O:2][C:3]1[CH:4]=[C:5]2[C:10](=[CH:11][C:12]=1[O:13][CH3:14])[C:9](=[O:15])[N:8]([CH:16]([CH2:19][CH3:20])[CH2:17][CH3:18])[CH:7]=[C:6]2[C:21](O)=[O:22].C(C#N)(Cl)(Cl)Cl.[N:30]1[CH:35]=[CH:34][CH:33]=[C:32]([CH2:36][NH2:37])[CH:31]=1.CCN(C(C)C)C(C)C, predict the reaction product. The product is: [CH3:1][O:2][C:3]1[CH:4]=[C:5]2[C:10](=[CH:11][C:12]=1[O:13][CH3:14])[C:9](=[O:15])[N:8]([CH:16]([CH2:17][CH3:18])[CH2:19][CH3:20])[CH:7]=[C:6]2[C:21]([NH:37][CH2:36][C:32]1[CH:31]=[N:30][CH:35]=[CH:34][CH:33]=1)=[O:22]. (2) Given the reactants CN.[Cl:3][C:4]1[N:9]=[CH:8][C:7]([CH2:10][NH:11][C:12](=[O:27])[C:13](Cl)=[N:14][NH:15][C:16]2[CH:21]=[CH:20][C:19]([C:22]([F:25])([F:24])[F:23])=[CH:18][CH:17]=2)=[CH:6][CH:5]=1.[CH2:28]([N:30](CC)CC)C, predict the reaction product. The product is: [Cl:3][C:4]1[N:9]=[CH:8][C:7]([CH2:10][NH:11][C:12](=[O:27])[C:13]([NH:30][CH3:28])=[N:14][NH:15][C:16]2[CH:21]=[CH:20][C:19]([C:22]([F:25])([F:24])[F:23])=[CH:18][CH:17]=2)=[CH:6][CH:5]=1. (3) Given the reactants [I:1][C:2]1[CH:3]=[C:4]([CH:6]=[CH:7][CH:8]=1)[NH2:5].C[Al](C)C.[N:13]1[C:22]2[C:17](=[CH:18][CH:19]=[CH:20][CH:21]=2)[C:16]([CH2:23][NH:24][C:25]2[CH:29]=[CH:28][S:27][C:26]=2[C:30](OC)=[O:31])=[CH:15][CH:14]=1.[OH-].[Na+], predict the reaction product. The product is: [I:1][C:2]1[CH:3]=[C:4]([NH:5][C:30]([C:26]2[S:27][CH:28]=[CH:29][C:25]=2[NH:24][CH2:23][C:16]2[C:17]3[C:22](=[CH:21][CH:20]=[CH:19][CH:18]=3)[N:13]=[CH:14][CH:15]=2)=[O:31])[CH:6]=[CH:7][CH:8]=1. (4) Given the reactants [NH:1]1[C:9]2[C:4](=[CH:5][CH:6]=[CH:7][CH:8]=2)[C:3]2([C:13]3=[CH:14][C:15]4[O:19][CH2:18][O:17][C:16]=4[CH:20]=[C:12]3[O:11][CH2:10]2)[C:2]1=[O:21].CC1(C)COC2=CC3OCC4(C=3C=C12)C1C(=CC=CC=1)NC4=O.Br[CH2:46][C:47]1[CH:48]=[N:49][O:50][C:51]=1[CH3:52].BrCC1OC(C(F)(F)F)=CC=1, predict the reaction product. The product is: [CH3:52][C:51]1[O:50][N:49]=[CH:48][C:47]=1[CH2:46][N:1]1[C:9]2[C:4](=[CH:5][CH:6]=[CH:7][CH:8]=2)[C:3]2([C:13]3=[CH:14][C:15]4[O:19][CH2:18][O:17][C:16]=4[CH:20]=[C:12]3[O:11][CH2:10]2)[C:2]1=[O:21]. (5) Given the reactants C([C@H]1COC(C2C=CC=CN=2)=N1)(C)(C)C.[NH4+].F[P-](F)(F)(F)(F)F.[CH3:24][O:25][C:26]([C:28]1[CH:29]=[C:30](B(O)O)[CH:31]=[CH:32][CH:33]=1)=[O:27].[CH3:37][C:38]1[CH:39]=[C:40]2[C:45](=[CH:46][CH:47]=1)[O:44][CH:43]=[CH:42][C:41]2=[O:48].O, predict the reaction product. The product is: [CH3:37][C:38]1[CH:39]=[C:40]2[C:45](=[CH:46][CH:47]=1)[O:44][C@@H:43]([C:30]1[CH:29]=[C:28]([CH:33]=[CH:32][CH:31]=1)[C:26]([O:25][CH3:24])=[O:27])[CH2:42][C:41]2=[O:48]. (6) Given the reactants [N:1]1([C:7]([N:9]2[CH2:14][CH:13]([C:15]3[CH:20]=[CH:19][C:18]([C:21]([F:24])([F:23])[F:22])=[CH:17][CH:16]=3)[CH2:12][CH:11]([C:25](=[S:27])[NH2:26])[CH2:10]2)=[O:8])[CH2:6][CH2:5][O:4][CH2:3][CH2:2]1.Br[CH2:29][C:30]([C:32]1[CH:37]=[CH:36][C:35]([Cl:38])=[CH:34][C:33]=1[Cl:39])=O, predict the reaction product. The product is: [Cl:39][C:33]1[CH:34]=[C:35]([Cl:38])[CH:36]=[CH:37][C:32]=1[C:30]1[N:26]=[C:25]([CH:11]2[CH2:12][CH:13]([C:15]3[CH:20]=[CH:19][C:18]([C:21]([F:22])([F:23])[F:24])=[CH:17][CH:16]=3)[CH2:14][N:9]([C:7]([N:1]3[CH2:6][CH2:5][O:4][CH2:3][CH2:2]3)=[O:8])[CH2:10]2)[S:27][CH:29]=1. (7) Given the reactants [OH:1][C:2]([C:19]1[CH:24]=[CH:23][CH:22]=[CH:21][CH:20]=1)([CH2:15][C:16]([CH3:18])=[CH2:17])[CH2:3][CH2:4][N:5]([C:10]([CH3:14])([C:12]#[CH:13])[CH3:11])[C:6](=[O:9])[O:7][CH3:8].[N:25]([C:28]1[CH:33]=[CH:32][CH:31]=[CH:30][CH:29]=1)=[N+:26]=[N-:27].O=C1O[C@H]([C@H](CO)O)C(O)=C1O, predict the reaction product. The product is: [OH:1][C:2]([C:19]1[CH:20]=[CH:21][CH:22]=[CH:23][CH:24]=1)([CH2:15][C:16]([CH3:18])=[CH2:17])[CH2:3][CH2:4][N:5]([C:10]([C:12]1[N:27]=[N:26][N:25]([C:28]2[CH:33]=[CH:32][CH:31]=[CH:30][CH:29]=2)[CH:13]=1)([CH3:14])[CH3:11])[C:6](=[O:9])[O:7][CH3:8]. (8) Given the reactants [CH3:1][C:2]1[C:7](=[N:8][OH:9])[CH:6]=[CH:5][C:4](=[O:10])[CH:3]=1.[C:11](OC(=O)C)(=[O:13])[CH3:12], predict the reaction product. The product is: [C:11]([O:9][N:8]=[C:7]1[CH:6]=[CH:5][C:4](=[O:10])[CH:3]=[C:2]1[CH3:1])(=[O:13])[CH3:12].